Dataset: Catalyst prediction with 721,799 reactions and 888 catalyst types from USPTO. Task: Predict which catalyst facilitates the given reaction. Reactant: [NH2:1][C@H:2]([CH2:7][OH:8])[CH2:3][CH:4]([CH3:6])[CH3:5].[F:9][C:10]1[CH:17]=[C:16]([F:18])[CH:15]=[CH:14][C:11]=1[CH:12]=O.O. Product: [F:9][C:10]1[CH:17]=[C:16]([F:18])[CH:15]=[CH:14][C:11]=1[CH:12]=[N:1][C@@H:2]([CH2:3][CH:4]([CH3:6])[CH3:5])[CH2:7][OH:8]. The catalyst class is: 48.